Task: Binary Classification. Given a miRNA mature sequence and a target amino acid sequence, predict their likelihood of interaction.. Dataset: Experimentally validated miRNA-target interactions with 360,000+ pairs, plus equal number of negative samples (1) The miRNA is mmu-miR-10a-3p with sequence CAAAUUCGUAUCUAGGGGAAUA. The protein sequence of the target gene is MLQKREKVLLLRTFQGRTLRIVREHYLRPCVPCHSPLCPQPAACSHDGKLLSSDVTHYVIPDWKVVQDYLEILEFPELKGIIFMQTACQAVQHQRGRRQYNKLRNLLKDARHDCILFANEFQQCCYLPRERGESMEKWQTRSIYNAAVWYYHHCQDRMPIVMVTEDEEAIQQYGSETEGVFVITFKNYLDNFWPDLKAAHELCDSILQSRRERENESQESHGKEYPEHLPLEVLEAGIKSGRYIQGILNVNKHRAQIEAFVRLQGASSKDSDLVSDILIHGMKARNRSIHGDVVVVELLP.... Result: 0 (no interaction). (2) The miRNA is rno-let-7a-5p with sequence UGAGGUAGUAGGUUGUAUAGUU. Result: 0 (no interaction). The protein sequence of the target gene is MALLPRALGVGAAPSLRRAARALTCAMASPGEPQPPAPDTSSFDYLVIGGGSGGLASARRAAELGARAAVVESHKLGGTCVNVGCVPKKVMWNTAVHSEFMHDHVDYGFQSCEGKFSWHVIKQKRDAYVSRLNTIYQNNLTKSHIEIIHGYATFADGPRPTVEVNGKKFTAPHILIATGGVPTVPHESQIPGASLGITSDGFFQLEDLPSRSVIVGAGYIAVEIAGILSALGSKTSLMIRHDKVLRNFDSLISSNCTEELENAGVEVLKFTQVKEVKKTSSGLELQVVTSVPGRKPTTTM.... (3) The miRNA is hsa-miR-4697-5p with sequence AGGGGGCGCAGUCACUGACGUG. The protein sequence of the target gene is MVTVMPLEMEKTISKLMFDFQRSSTSDDDSGCALEEYAWVPPGLKPEQVHQYYSCLPEEKVPYVNSAGEKLRIKQLLHQLPPHDNEVRYCNSLDEEEKRELKLFSNQRKRENLGRGNVRPFPVTMTGAICEQCGGQIKGGDIAVFASRAGHGICWHPPCFVCTVCNELLVDLIYFYQDGKIYCGRHHAECLKPRCAACDEIIFADECTEAEGRHWHMRHFCCFECETVLGGQRYIMKEGRPYCCHCFESLYAEYCDTCAQHIGIDQGQMTYDGQHWHATETCFCCAHCKKSLLGRPFLPK.... Result: 0 (no interaction). (4) Result: 0 (no interaction). The miRNA is hsa-miR-4270 with sequence UCAGGGAGUCAGGGGAGGGC. The protein sequence of the target gene is MAEPSVESSSPGGSATSDDHEFDPSADMLVHDFDDERTLEEEEMMEGETNFSSEIEDLAREGDMPIHELLSLYGYGSTVRLPEEDEEEEEEEEEGEDDEDADNDDNSGCSGENKEENIKDSSGQEDETQSSNDDPSQSVASQDAQEIIRPRRCKYFDTNSEVEEESEEDEDYIPSEDWKKEIMVGSMFQAEIPVGICRYKENEKVYENDDQLLWDPEYLPEDKVIIFLKDASRRTGDEKGVEAIPEGSHIKDNEQALYELVKCNFDTEEALRRLRFNVKAAREELSVWTEEECRNFEQGL.... (5) The miRNA is mmu-miR-17-3p with sequence ACUGCAGUGAGGGCACUUGUAG. The protein sequence of the target gene is MNCYLLLRFMLGIPLLWPCLGATENSQTKKVKQPVRSHLRVKRGWVWNQFFVPEEMNTTSHHIGQLRSDLDNGNNSFQYKLLGAGAGSTFIIDERTGDIYAIQKLDREERSLYILRAQVIDIATGRAVEPESEFVIKVSDINDNEPKFLDEPYEAIVPEMSPEGTLVIQVTASDADDPSSGNNARLLYSLLQGQPYFSVEPTTGVIRISSKMDRELQDEYWVIIQAKDMIGQPGALSGTTSVLIKLSDVNDNKPIFKESLYRLTVSESAPTGTSIGTIMAYDNDIGENAEMDYSIEEDDS.... Result: 0 (no interaction). (6) The miRNA is hsa-miR-8084 with sequence GAAUACUAAGUAAAAAAUCAGUA. The protein sequence of the target gene is MALNHTALPQDERLPHYLRDEDPFASKLSWEADLVAGFYLTIIGILSTFGNGYVLYMSSRRKKKLRPAEIMTINLAVCDLGISVVGKPFTIISCFCHRWVFGWFGCRWYGWAGFFFGCGSLITMTAVSLDRYLKICYLSYGVWLKRKHAYICLAVIWAYASFWTTMPLVGLGDYAPEPFGTSCTLDWWLAQASGGGQVFILSILFFCLLLPTAVIVFSYAKIIAKVKSSSKEVAHFDSRIHSSHVLEVKLTKVAMLICAGFLIAWIPYAVVSVWSAFGRPDSIPIQLSVVPTLLAKSAAM.... Result: 0 (no interaction).